The task is: Predict the product of the given reaction.. This data is from Forward reaction prediction with 1.9M reactions from USPTO patents (1976-2016). (1) Given the reactants [Br:1][C:2]1[C:6]2[CH:7]=[N:8][C:9](C(O)=O)=[CH:10][C:5]=2[N:4]([C:14]([C:27]2[CH:32]=[CH:31][CH:30]=[CH:29][CH:28]=2)([C:21]2[CH:26]=[CH:25][CH:24]=[CH:23][CH:22]=2)[C:15]2[CH:20]=[CH:19][CH:18]=[CH:17][CH:16]=2)[N:3]=1.C1(P([N:47]=[N+]=[N-])(C2C=CC=CC=2)=O)C=CC=CC=1.[OH-].[K+], predict the reaction product. The product is: [Br:1][C:2]1[C:6]2[CH:7]=[N:8][C:9]([NH2:47])=[CH:10][C:5]=2[N:4]([C:14]([C:15]2[CH:16]=[CH:17][CH:18]=[CH:19][CH:20]=2)([C:21]2[CH:22]=[CH:23][CH:24]=[CH:25][CH:26]=2)[C:27]2[CH:28]=[CH:29][CH:30]=[CH:31][CH:32]=2)[N:3]=1. (2) The product is: [F:37][C:34]([CH3:36])([CH3:35])[CH2:33][CH2:32][CH:4]([C:1](=[S:47])[NH2:2])[CH2:5][CH:6]([O:28][C:29](=[O:31])[CH3:30])[CH:7]([NH:15][C:16]([C:18]1[CH:27]=[N:26][C:25]2[C:20](=[CH:21][CH:22]=[CH:23][CH:24]=2)[N:19]=1)=[O:17])[CH2:8][C:9]1[CH:14]=[CH:13][CH:12]=[CH:11][CH:10]=1. Given the reactants [C:1]([CH:4]([CH2:32][CH2:33][C:34]([F:37])([CH3:36])[CH3:35])[CH2:5][CH:6]([O:28][C:29](=[O:31])[CH3:30])[CH:7]([NH:15][C:16]([C:18]1[CH:27]=[N:26][C:25]2[C:20](=[CH:21][CH:22]=[CH:23][CH:24]=2)[N:19]=1)=[O:17])[CH2:8][C:9]1[CH:14]=[CH:13][CH:12]=[CH:11][CH:10]=1)(=O)[NH2:2].COC1C=CC(P2(SP(C3C=CC(OC)=CC=3)(=S)S2)=[S:47])=CC=1, predict the reaction product. (3) Given the reactants Cl.C[O:3][C:4]1[CH2:9][N:8]([CH3:10])[CH2:7][CH2:6][C:5]=1[C:11]1[CH:16]=[CH:15][C:14]([NH:17][C:18](=[O:27])[O:19][CH2:20][C:21]2[CH:26]=[CH:25][CH:24]=[CH:23][CH:22]=2)=[C:13]([O:28][CH:29]([CH3:31])[CH3:30])[CH:12]=1, predict the reaction product. The product is: [CH3:10][N:8]1[CH2:7][CH2:6][CH:5]([C:11]2[CH:16]=[CH:15][C:14]([NH:17][C:18](=[O:27])[O:19][CH2:20][C:21]3[CH:22]=[CH:23][CH:24]=[CH:25][CH:26]=3)=[C:13]([O:28][CH:29]([CH3:30])[CH3:31])[CH:12]=2)[C:4](=[O:3])[CH2:9]1. (4) The product is: [CH3:9][O:8][C:6]1[CH:5]=[CH:4][C:3]([C:10]([C:12]2[CH:13]=[N:14][C:15]([O:18][CH2:19][C:20]3[N:21]=[C:22]([C:26]4[CH:31]=[CH:30][CH:29]=[CH:28][CH:27]=4)[O:23][C:24]=3[CH3:25])=[CH:16][CH:17]=2)=[O:11])=[C:2]([CH:7]=1)[O:1][CH:33]([CH3:41])[C:34]([OH:36])=[O:35]. Given the reactants [OH:1][C:2]1[CH:7]=[C:6]([O:8][CH3:9])[CH:5]=[CH:4][C:3]=1[C:10]([C:12]1[CH:13]=[N:14][C:15]([O:18][CH2:19][C:20]2[N:21]=[C:22]([C:26]3[CH:31]=[CH:30][CH:29]=[CH:28][CH:27]=3)[O:23][C:24]=2[CH3:25])=[CH:16][CH:17]=1)=[O:11].Br[CH:33]([CH3:41])[C:34]([O:36]C(C)(C)C)=[O:35].C(=O)([O-])[O-].[K+].[K+].CN(C)C=O, predict the reaction product. (5) Given the reactants [C:1]1([C:7]2[C:12](B(O)O)=[CH:11][CH:10]=[CH:9][N:8]=2)[CH:6]=[CH:5][CH:4]=[CH:3][CH:2]=1.[CH3:16][C:17]1[C:21]([C:22]2[CH:23]=[C:24](C3C(C)=CC=C4C=3C=CC=N4)[C:25]3[O:29][C:28](=[O:30])[NH:27][C:26]=3[CH:31]=2)=[C:20]([CH3:43])[O:19][N:18]=1, predict the reaction product. The product is: [CH3:16][C:17]1[C:21]([C:22]2[CH:23]=[C:24]([C:12]3[C:7]([C:1]4[CH:6]=[CH:5][CH:4]=[CH:3][CH:2]=4)=[N:8][CH:9]=[CH:10][CH:11]=3)[C:25]3[O:29][C:28](=[O:30])[NH:27][C:26]=3[CH:31]=2)=[C:20]([CH3:43])[O:19][N:18]=1. (6) Given the reactants CCO.[CH3:4][O:5][C:6]([C:8]1[N:9]=[CH:10][C:11]2[C:12](=[O:30])[N:13]([CH2:19][C:20]3[CH:25]=[CH:24][C:23]([O:26][CH3:27])=[CH:22][C:21]=3[O:28][CH3:29])[CH:14]=[CH:15][C:16]=2[C:17]=1[OH:18])=[O:7], predict the reaction product. The product is: [CH3:4][O:5][C:6]([C:8]1[N:9]=[CH:10][C:11]2[C:12](=[O:30])[N:13]([CH2:19][C:20]3[CH:25]=[CH:24][C:23]([O:26][CH3:27])=[CH:22][C:21]=3[O:28][CH3:29])[CH2:14][CH2:15][C:16]=2[C:17]=1[OH:18])=[O:7].